This data is from Peptide-MHC class I binding affinity with 185,985 pairs from IEDB/IMGT. The task is: Regression. Given a peptide amino acid sequence and an MHC pseudo amino acid sequence, predict their binding affinity value. This is MHC class I binding data. (1) The peptide sequence is YEFLQPILL. The MHC is HLA-A29:02 with pseudo-sequence HLA-A29:02. The binding affinity (normalized) is 0.509. (2) The peptide sequence is VSQLFSML. The MHC is H-2-Kb with pseudo-sequence H-2-Kb. The binding affinity (normalized) is 0.943. (3) The peptide sequence is PLLCNLNKSH. The MHC is HLA-A31:01 with pseudo-sequence HLA-A31:01. The binding affinity (normalized) is 0.